Dataset: Peptide-MHC class II binding affinity with 134,281 pairs from IEDB. Task: Regression. Given a peptide amino acid sequence and an MHC pseudo amino acid sequence, predict their binding affinity value. This is MHC class II binding data. (1) The peptide sequence is LGHDGTVWAQSADFP. The MHC is DRB1_0701 with pseudo-sequence DRB1_0701. The binding affinity (normalized) is 0.385. (2) The peptide sequence is KLIGGIGGFVKVRQYDQILI. The MHC is HLA-DPA10301-DPB10402 with pseudo-sequence HLA-DPA10301-DPB10402. The binding affinity (normalized) is 0.376. (3) The peptide sequence is LQYGWKTWGKNLVFS. The MHC is HLA-DQA10201-DQB10303 with pseudo-sequence HLA-DQA10201-DQB10303. The binding affinity (normalized) is 0. (4) The peptide sequence is SQDLELSWWLNGLQAY. The MHC is DRB1_0401 with pseudo-sequence DRB1_0401. The binding affinity (normalized) is 0.320. (5) The binding affinity (normalized) is 0.618. The MHC is DRB1_0101 with pseudo-sequence DRB1_0101. The peptide sequence is SLAIDAYPLTKHPNQ. (6) The peptide sequence is KRWIILGLNKIVRMYSPTSI. The MHC is DRB1_0901 with pseudo-sequence DRB1_0901. The binding affinity (normalized) is 0.754. (7) The peptide sequence is CDGSILGAAVNGKKS. The MHC is DRB1_1301 with pseudo-sequence DRB1_1301. The binding affinity (normalized) is 0.631.